Predict the reaction yield, written as a fraction of the theoretical maximum amount of product (1.0 means a 100% yield; for example, 0.34 means a 34% yield). From a dataset of Reaction yield outcomes from USPTO patents with 853,638 reactions. (1) The reactants are [ClH:1].[C:2]1([C:8]2[S:9][C:10]([CH2:20][N:21]3[CH2:25][CH2:24][CH2:23][CH2:22]3)=[C:11]([C:13]([O:15]C(C)(C)C)=[O:14])[N:12]=2)[CH:7]=[CH:6][CH:5]=[CH:4][CH:3]=1. The catalyst is C1COCC1. The product is [ClH:1].[C:2]1([C:8]2[S:9][C:10]([CH2:20][N:21]3[CH2:25][CH2:24][CH2:23][CH2:22]3)=[C:11]([C:13]([OH:15])=[O:14])[N:12]=2)[CH:3]=[CH:4][CH:5]=[CH:6][CH:7]=1. The yield is 0.820. (2) The reactants are [N+:1]([C:4]1[CH:5]=[C:6](/[CH:10]=[CH:11]/[C:12]2[CH:17]=[CH:16][N:15]=[CH:14][CH:13]=2)[CH:7]=[CH:8][CH:9]=1)([O-])=O.O.O.[Sn](Cl)Cl. The catalyst is CCO. The product is [N:15]1[CH:16]=[CH:17][C:12](/[CH:11]=[CH:10]/[C:6]2[CH:5]=[C:4]([NH2:1])[CH:9]=[CH:8][CH:7]=2)=[CH:13][CH:14]=1. The yield is 0.730. (3) The reactants are C([N:8]1[CH:13]2[CH2:14][C:15]([CH2:18][OH:19])([OH:17])[CH2:16][CH:9]1[CH2:10][O:11][CH2:12]2)C1C=CC=CC=1. The catalyst is CO.[Pd]. The product is [OH:19][CH2:18][C:15]1([OH:17])[CH2:14][CH:13]2[NH:8][CH:9]([CH2:10][O:11][CH2:12]2)[CH2:16]1. The yield is 0.770. (4) The reactants are [CH2:1]([N:3]1[C:12]2[C:11](=[N:13][C:14]#[N:15])[NH:10][CH2:9][C:8]([C:16]3[CH:21]=[CH:20][C:19]([O:22]C)=[CH:18][CH:17]=3)=[N:7][C:6]=2[C:5]([CH3:24])=[N:4]1)[CH3:2].B(Br)(Br)Br. The catalyst is ClCCl. The product is [CH2:1]([N:3]1[C:12]2[C:11](=[N:13][C:14]#[N:15])[NH:10][CH2:9][C:8]([C:16]3[CH:17]=[CH:18][C:19]([OH:22])=[CH:20][CH:21]=3)=[N:7][C:6]=2[C:5]([CH3:24])=[N:4]1)[CH3:2]. The yield is 0.370. (5) The reactants are Cl.[CH2:2]([N:4]([CH2:30][CH3:31])[C:5]([C:7]1[CH:8]=[CH:9][CH:10]=[C:11]2[C:15]=1[NH:14][CH:13]=[C:12]2[CH2:16][C@H:17]([NH:19][CH2:20][C@@H:21]([C:23]1[CH:28]=[CH:27][CH:26]=[C:25]([Cl:29])[CH:24]=1)[OH:22])[CH3:18])=[O:6])[CH3:3].C(N(CC)CC)C.Cl[C:40](Cl)([O:42]C(=O)OC(Cl)(Cl)Cl)Cl.C(=O)([O-])O.[Na+]. The catalyst is O1CCCC1. The product is [CH2:30]([N:4]([CH2:2][CH3:3])[C:5]([C:7]1[CH:8]=[CH:9][CH:10]=[C:11]2[C:15]=1[NH:14][CH:13]=[C:12]2[CH2:16][C@H:17]([N:19]1[CH2:20][C@@H:21]([C:23]2[CH:28]=[CH:27][CH:26]=[C:25]([Cl:29])[CH:24]=2)[O:22][C:40]1=[O:42])[CH3:18])=[O:6])[CH3:31]. The yield is 1.00. (6) The reactants are [CH3:1][O:2][C:3]1[C:12]([NH:13][C:14](=[O:18])OCC)=[N:11][C:10]2[C:5](=[CH:6][CH:7]=[C:8]([CH3:19])[CH:9]=2)[N:4]=1.[CH3:20][O:21][C:22]1[CH:23]=[C:24]([N:30]2[CH2:35][CH2:34][NH:33][CH2:32][CH2:31]2)[CH:25]=[C:26]([O:28][CH3:29])[CH:27]=1. No catalyst specified. The product is [CH3:1][O:2][C:3]1[C:12]([NH:13][C:14]([N:33]2[CH2:32][CH2:31][N:30]([C:24]3[CH:23]=[C:22]([O:21][CH3:20])[CH:27]=[C:26]([O:28][CH3:29])[CH:25]=3)[CH2:35][CH2:34]2)=[O:18])=[N:11][C:10]2[C:5](=[CH:6][CH:7]=[C:8]([CH3:19])[CH:9]=2)[N:4]=1. The yield is 0.940. (7) The reactants are [CH3:1][S:2]([N:5]([C:10]1[CH:11]=[C:12]2[C:17](=[CH:18][CH:19]=1)[CH:16]=[N:15][CH:14]=[C:13]2[C:20]1[CH:25]=[CH:24][C:23]([C:26]2[CH:27]=[N:28][N:29]([CH3:31])[CH:30]=2)=[CH:22][CH:21]=1)S(C)(=O)=O)(=[O:4])=[O:3].[OH-].[Na+].O1CCCC1. The catalyst is O. The product is [CH3:31][N:29]1[CH:30]=[C:26]([C:23]2[CH:24]=[CH:25][C:20]([C:13]3[C:12]4[C:17](=[CH:18][CH:19]=[C:10]([NH:5][S:2]([CH3:1])(=[O:4])=[O:3])[CH:11]=4)[CH:16]=[N:15][CH:14]=3)=[CH:21][CH:22]=2)[CH:27]=[N:28]1. The yield is 0.300.